Predict the reaction yield, written as a fraction of the theoretical maximum amount of product (1.0 means a 100% yield; for example, 0.34 means a 34% yield). From a dataset of Reaction yield outcomes from USPTO patents with 853,638 reactions. (1) The catalyst is CO.C1COCC1.Cl. The reactants are [F:1][C:2]1[CH:23]=[C:22]([N+:24]([O-])=O)[CH:21]=[CH:20][C:3]=1[O:4][C:5]1[CH:10]=[CH:9][N:8]=[C:7]2[CH:11]=[C:12]([C:14]3[N:18]([CH3:19])[CH:17]=[N:16][CH:15]=3)[S:13][C:6]=12.[BH4-].[Na+].[NH4+].[OH-]. The yield is 0.520. The product is [F:1][C:2]1[CH:23]=[C:22]([NH2:24])[CH:21]=[CH:20][C:3]=1[O:4][C:5]1[CH:10]=[CH:9][N:8]=[C:7]2[CH:11]=[C:12]([C:14]3[N:18]([CH3:19])[CH:17]=[N:16][CH:15]=3)[S:13][C:6]=12. (2) The reactants are Cl.[CH3:2][NH2:3].[F:4][C:5]1[CH:6]=[C:7]([CH:11]=[CH:12][C:13]=1[F:14])[C:8](O)=[O:9]. No catalyst specified. The product is [F:4][C:5]1[CH:6]=[C:7]([CH:11]=[CH:12][C:13]=1[F:14])[C:8]([NH:3][CH3:2])=[O:9]. The yield is 0.750. (3) The reactants are C(Cl)(=O)C(Cl)=O.CS(C)=O.[OH:11][CH:12]1[CH2:17][CH2:16][N:15]([C:18]2([CH3:28])[CH2:22][CH2:21][N:20]([C:23]([O:25][CH2:26][CH3:27])=[O:24])[CH2:19]2)[CH2:14][CH2:13]1.C(N(CC)CC)C. The catalyst is ClCCl. The product is [CH3:28][C:18]1([N:15]2[CH2:16][CH2:17][C:12](=[O:11])[CH2:13][CH2:14]2)[CH2:22][CH2:21][N:20]([C:23]([O:25][CH2:26][CH3:27])=[O:24])[CH2:19]1. The yield is 0.900. (4) The reactants are [Br:1][C:2]1[N:3]=[CH:4][NH:5][CH:6]=1.C(=O)([O-])[O-].[Cs+].[Cs+].Cl.Cl[CH2:15][CH2:16][N:17]1[CH2:22][CH2:21][O:20][CH2:19][CH2:18]1. The catalyst is CN(C)C=O. The product is [Br:1][C:2]1[N:3]=[CH:4][N:5]([CH2:15][CH2:16][N:17]2[CH2:22][CH2:21][O:20][CH2:19][CH2:18]2)[CH:6]=1. The yield is 0.420. (5) The reactants are [NH2:1][CH2:2][C:3]1[CH:4]=[C:5]([CH2:9][N:10]2[C:18]3[C:13](=[C:14]([O:20][CH3:21])[C:15]([F:19])=[CH:16][CH:17]=3)[C:12]([NH:22][S:23]([C:26]3[S:27][C:28]([Cl:31])=[CH:29][CH:30]=3)(=[O:25])=[O:24])=[N:11]2)[CH:6]=[CH:7][CH:8]=1.CN(C(ON1N=NC2C=CC=NC1=2)=[N+](C)C)C.F[P-](F)(F)(F)(F)F.CCN(C(C)C)C(C)C.[C:65](O)(=[O:67])[CH3:66]. The catalyst is CN(C=O)C.CO.CS(C)=O. The product is [Cl:31][C:28]1[S:27][C:26]([S:23]([NH:22][C:12]2[C:13]3[C:18](=[CH:17][CH:16]=[C:15]([F:19])[C:14]=3[O:20][CH3:21])[N:10]([CH2:9][C:5]3[CH:4]=[C:3]([CH2:2][NH:1][C:65](=[O:67])[CH3:66])[CH:8]=[CH:7][CH:6]=3)[N:11]=2)(=[O:25])=[O:24])=[CH:30][CH:29]=1. The yield is 0.270. (6) The reactants are [CH:1]12[C:9](=[O:10])[CH:6]([CH2:7][CH2:8]1)[CH2:5][CH:4]=[CH:3][CH2:2]2.[CH2:11](O)[CH2:12][OH:13]. The catalyst is C1(C)C=CC=CC=1.O.C1(C)C=CC(S(O)(=O)=O)=CC=1. The product is [O:10]1[CH2:11][CH2:12][O:13][C:9]21[CH:6]1[CH2:7][CH2:8][CH:1]2[CH2:2][CH:3]=[CH:4][CH2:5]1. The yield is 0.995. (7) The catalyst is O1CCOCC1.C1C=CC([PH+]([C]2[CH][CH][CH][CH]2)C2C=CC=CC=2)=CC=1.C1C=CC([PH+]([C]2[CH][CH][CH][CH]2)C2C=CC=CC=2)=CC=1.C(Cl)Cl.Cl[Pd]Cl.[Fe]. The reactants are Br[C:2]1[CH:7]=[CH:6][C:5]([N:8]2[C:12]([CH2:13][C@@H:14]3[CH2:18][CH2:17][N:16]([C:19]([CH:21]4[CH2:23][CH2:22]4)=[O:20])[CH2:15]3)=[N:11][NH:10][C:9]2=[O:24])=[CH:4][CH:3]=1.[CH3:25][C:26]1[S:27][CH:28]=[C:29]([C:31]2[CH:36]=[CH:35][C:34](B3OC(C)(C)C(C)(C)O3)=[CH:33][CH:32]=2)[N:30]=1.C(=O)([O-])[O-].[K+].[K+]. The product is [CH:21]1([C:19]([N:16]2[CH2:17][CH2:18][C@@H:14]([CH2:13][C:12]3[N:8]([C:5]4[CH:6]=[CH:7][C:2]([C:34]5[CH:35]=[CH:36][C:31]([C:29]6[N:30]=[C:26]([CH3:25])[S:27][CH:28]=6)=[CH:32][CH:33]=5)=[CH:3][CH:4]=4)[C:9](=[O:24])[NH:10][N:11]=3)[CH2:15]2)=[O:20])[CH2:23][CH2:22]1. The yield is 0.400. (8) The reactants are Cl[C:2]1[C:3]2[C:10]([CH3:11])=[C:9]([CH2:12][CH3:13])[NH:8][C:4]=2[N:5]=[CH:6][N:7]=1.[NH:14]1[C:18]2=[N:19][CH:20]=[C:21]([NH2:23])[CH:22]=[C:17]2[CH:16]=[N:15]1.Cl.C(O)C. The catalyst is CO. The product is [CH2:12]([C:9]1[NH:8][C:4]2[N:5]=[CH:6][N:7]=[C:2]([NH:23][C:21]3[CH:22]=[C:17]4[CH:16]=[N:15][NH:14][C:18]4=[N:19][CH:20]=3)[C:3]=2[C:10]=1[CH3:11])[CH3:13]. The yield is 0.720.